Dataset: Full USPTO retrosynthesis dataset with 1.9M reactions from patents (1976-2016). Task: Predict the reactants needed to synthesize the given product. Given the product [Br:1][C:2]1[CH:7]=[C:6]2[C:5](=[C:4]([CH3:10])[CH:3]=1)[NH:8][CH:11]=[C:12]2[CH:13]([CH3:15])[CH3:14], predict the reactants needed to synthesize it. The reactants are: [Br:1][C:2]1[CH:7]=[CH:6][C:5]([NH:8]N)=[C:4]([CH3:10])[CH:3]=1.[CH:11](=O)[CH2:12][CH:13]([CH3:15])[CH3:14].